From a dataset of TCR-epitope binding with 47,182 pairs between 192 epitopes and 23,139 TCRs. Binary Classification. Given a T-cell receptor sequence (or CDR3 region) and an epitope sequence, predict whether binding occurs between them. Result: 0 (the TCR does not bind to the epitope). The epitope is ILGLPTQTV. The TCR CDR3 sequence is CASSLTGSEAFF.